From a dataset of Full USPTO retrosynthesis dataset with 1.9M reactions from patents (1976-2016). Predict the reactants needed to synthesize the given product. (1) Given the product [NH:1]1[C:9]2[C:4](=[CH:5][CH:6]=[CH:7][CH:8]=2)[C:3]([CH2:10][CH2:11][C:12]([O:14][CH3:22])=[O:13])=[CH:2]1, predict the reactants needed to synthesize it. The reactants are: [NH:1]1[C:9]2[C:4](=[CH:5][CH:6]=[CH:7][CH:8]=2)[C:3]([CH2:10][CH2:11][C:12]([OH:14])=[O:13])=[CH:2]1.S(=O)(=O)(O)O.[NH4+].[OH-].[CH3:22]O. (2) Given the product [CH3:1][O:2][C:3]1[CH:4]=[C:5]([C:9]2([C:26]([O:27][CH3:25])=[O:29])[CH2:10][CH2:11][N:12]([C:15]3[N:16]=[CH:17][CH:18]=[CH:19][N:20]=3)[CH2:13][CH2:14]2)[CH:6]=[CH:7][CH:8]=1, predict the reactants needed to synthesize it. The reactants are: [CH3:1][O:2][C:3]1[CH:4]=[C:5]([C:9]2(C#N)[CH2:14][CH2:13][N:12]([C:15]3[N:20]=[CH:19][CH:18]=[CH:17][N:16]=3)[CH2:11][CH2:10]2)[CH:6]=[CH:7][CH:8]=1.Cl.I[CH3:25].[C:26](=[O:29])([O-])[O-:27].[K+].[K+]. (3) Given the product [ClH:26].[CH3:34][N:2]([CH3:1])[C:3]1([C:28]2[CH:33]=[CH:32][CH:31]=[CH:30][CH:29]=2)[CH2:4][CH2:5][CH:6]([CH2:9][NH:10][C:11](=[O:27])[CH2:12][CH2:13][CH2:14][CH2:15][CH2:16][C:17]2[C:25]3[C:20](=[CH:21][CH:22]=[C:23]([Cl:26])[CH:24]=3)[NH:19][CH:18]=2)[CH2:7][CH2:8]1.[CH3:34][N:2]([CH3:1])[C:3]1([C:28]2[CH:33]=[CH:32][CH:31]=[CH:30][CH:29]=2)[CH2:4][CH2:5][CH:6]([CH2:9][NH:10][C:11](=[O:27])[CH2:12][CH2:13][CH2:14][CH2:15][CH2:16][C:17]2[C:25]3[C:20](=[CH:21][CH:22]=[C:23]([Cl:26])[CH:24]=3)[NH:19][CH:18]=2)[CH2:7][CH2:8]1, predict the reactants needed to synthesize it. The reactants are: [CH3:1][N:2]([CH3:34])[C:3]1([C:28]2[CH:33]=[CH:32][CH:31]=[CH:30][CH:29]=2)[CH2:8][CH2:7][CH:6]([CH2:9][NH:10][C:11](=[O:27])[CH2:12][CH2:13][CH2:14][CH2:15][CH2:16][C:17]2[C:25]3[C:20](=[CH:21][CH:22]=[C:23]([Cl:26])[CH:24]=3)[NH:19][CH:18]=2)[CH2:5][CH2:4]1.Cl[Si](C)(C)C.CCOCC. (4) Given the product [F:46][C:42]1[CH:41]=[C:40]2[C:45]([C:36]([NH:54][C:55]3[CH:56]=[C:57]([NH:67][C:68]([CH:70]4[CH2:71][CH2:72]4)=[O:69])[CH:58]=[C:59]([N:61]4[CH2:66][CH2:65][O:64][CH2:63][CH2:62]4)[CH:60]=3)=[C:37]([CH3:53])[C:38]([C:47]3[CH:52]=[CH:51][CH:50]=[CH:49][N:48]=3)=[N:39]2)=[CH:44][CH:43]=1, predict the reactants needed to synthesize it. The reactants are: CC(C1C=C(C(C)C)C(C2C=CC=CC=2P(C2CCCCC2)C2CCCCC2)=C(C(C)C)C=1)C.Cl[C:36]1[C:45]2[C:40](=[CH:41][C:42]([F:46])=[CH:43][CH:44]=2)[N:39]=[C:38]([C:47]2[CH:52]=[CH:51][CH:50]=[CH:49][N:48]=2)[C:37]=1[CH3:53].[NH2:54][C:55]1[CH:56]=[C:57]([NH:67][C:68]([CH:70]2[CH2:72][CH2:71]2)=[O:69])[CH:58]=[C:59]([N:61]2[CH2:66][CH2:65][O:64][CH2:63][CH2:62]2)[CH:60]=1.C(=O)([O-])[O-].[K+].[K+]. (5) Given the product [F:27][C:19]1[CH:20]=[C:21]([N+:24]([O-:26])=[O:25])[CH:22]=[CH:23][C:18]=1[O:17][C:11]1[C:10]2=[C:9]([CH3:28])[C:8]([OH:7])=[CH:16][N:15]2[N:14]=[CH:13][N:12]=1, predict the reactants needed to synthesize it. The reactants are: C([O:7][C:8]1[C:9]([CH3:28])=[C:10]2[N:15]([CH:16]=1)[N:14]=[CH:13][N:12]=[C:11]2[O:17][C:18]1[CH:23]=[CH:22][C:21]([N+:24]([O-:26])=[O:25])=[CH:20][C:19]=1[F:27])(=O)C(C)(C)C.[OH-].[Na+]. (6) Given the product [Cl:1][C:2]1[CH:3]=[C:4]([C:8]2[C:17]3[C:12](=[CH:13][CH:14]=[C:15]([C:18]([C:26]4[CH:31]=[CH:30][C:29]([Cl:32])=[CH:28][CH:27]=4)([C:20]4[N:24]([CH3:25])[CH:23]=[N:22][CH:21]=4)[NH2:39])[CH:16]=3)[N:11]3[N:33]=[N:34][N:35]=[C:10]3[N:9]=2)[CH:5]=[CH:6][CH:7]=1, predict the reactants needed to synthesize it. The reactants are: [Cl:1][C:2]1[CH:3]=[C:4]([C:8]2[C:17]3[C:12](=[CH:13][CH:14]=[C:15]([C:18]([C:26]4[CH:31]=[CH:30][C:29]([Cl:32])=[CH:28][CH:27]=4)([C:20]4[N:24]([CH3:25])[CH:23]=[N:22][CH:21]=4)O)[CH:16]=3)[N:11]3[N:33]=[N:34][N:35]=[C:10]3[N:9]=2)[CH:5]=[CH:6][CH:7]=1.S(=[N:39]C(N)=O)(=O)=O. (7) Given the product [CH3:23][N:18]([C:13]1[CH:14]=[CH:15][CH:16]=[CH:17][C:12]=1[CH2:11][NH:10][C:6]1[C:5]2[N:4]([N:3]=[C:2]([NH:38][C:35]3[CH:34]=[CH:33][C:32]([N:29]4[CH2:28][CH2:27][N:26]([CH3:25])[CH2:31][CH2:30]4)=[CH:37][CH:36]=3)[N:24]=2)[CH:9]=[CH:8][CH:7]=1)[S:19]([CH3:22])(=[O:21])=[O:20], predict the reactants needed to synthesize it. The reactants are: Cl[C:2]1[N:24]=[C:5]2[C:6]([NH:10][CH2:11][C:12]3[CH:17]=[CH:16][CH:15]=[CH:14][C:13]=3[N:18]([CH3:23])[S:19]([CH3:22])(=[O:21])=[O:20])=[CH:7][CH:8]=[CH:9][N:4]2[N:3]=1.[CH3:25][N:26]1[CH2:31][CH2:30][N:29]([C:32]2[CH:37]=[CH:36][C:35]([NH2:38])=[CH:34][CH:33]=2)[CH2:28][CH2:27]1.C1(P(C2CCCCC2)C2C=CC=CC=2C2C=CC=CC=2P(C2CCCCC2)C2CCCCC2)CCCCC1. (8) Given the product [C:17]([N:1]1[CH:5]=[C:4]([CH2:6][C:7]#[N:8])[N:3]=[CH:2]1)([C:18]1[CH:23]=[CH:22][CH:21]=[CH:20][CH:19]=1)([C:30]1[CH:31]=[CH:32][CH:33]=[CH:34][CH:35]=1)[C:24]1[CH:25]=[CH:26][CH:27]=[CH:28][CH:29]=1, predict the reactants needed to synthesize it. The reactants are: [NH:1]1[CH:5]=[C:4]([CH2:6][C:7]#[N:8])[N:3]=[CH:2]1.C(N(CC)CC)C.Cl[C:17]([C:30]1[CH:35]=[CH:34][CH:33]=[CH:32][CH:31]=1)([C:24]1[CH:29]=[CH:28][CH:27]=[CH:26][CH:25]=1)[C:18]1[CH:23]=[CH:22][CH:21]=[CH:20][CH:19]=1.O.